This data is from Reaction yield outcomes from USPTO patents with 853,638 reactions. The task is: Predict the reaction yield, written as a fraction of the theoretical maximum amount of product (1.0 means a 100% yield; for example, 0.34 means a 34% yield). (1) The catalyst is C(#N)C. The reactants are [Cl:1][C:2]1[C:3]([C:8]([F:11])([F:10])[F:9])=[N:4][NH:5][C:6]=1[CH3:7].C(=O)([O-])[O-].[K+].[K+].[C:18]([O:22][C:23](=[O:26])CBr)([CH3:21])([CH3:20])[CH3:19]. The product is [C:18]([O:22][C:23]([N:5]1[C:6]([CH3:7])=[C:2]([Cl:1])[C:3]([C:8]([F:9])([F:11])[F:10])=[N:4]1)=[O:26])([CH3:21])([CH3:20])[CH3:19]. The yield is 0.950. (2) The reactants are F[C:2]1[CH:3]=[CH:4][C:5](OC)=[C:6]([CH:8](O)[C:9]#CC2C=CC=CC=2)[CH:7]=1.[CH3:20][O:21][C:22]1[C:29]([O:30][CH3:31])=[C:28]([N+:32]([O-:34])=[O:33])[CH:27]=[CH:26][C:23]=1[CH:24]=[O:25]. No catalyst specified. The product is [CH3:20][O:21][C:22]1[C:29]([O:30][CH3:31])=[C:28]([N+:32]([O-:34])=[O:33])[CH:27]=[CH:26][C:23]=1[CH:24]([OH:25])[C:9]#[C:8][C:6]1[CH:7]=[CH:2][CH:3]=[CH:4][CH:5]=1. The yield is 0.910. (3) The reactants are C([O-])(=O)C.[Na+].[F:6][CH:7]([F:33])[C:8]1[N:9]=[C:10]([CH2:30][CH2:31][CH3:32])[N:11]([CH2:15][C:16]2[CH:21]=[CH:20][C:19]([C:22]3[C:23]([C:28]#[N:29])=[CH:24][CH:25]=[CH:26][CH:27]=3)=[CH:18][CH:17]=2)[C:12](=[O:14])[CH:13]=1.[Br:34]Br. The catalyst is C(O)(=O)C. The product is [Br:34][C:13]1[C:12](=[O:14])[N:11]([CH2:15][C:16]2[CH:17]=[CH:18][C:19]([C:22]3[C:23]([C:28]#[N:29])=[CH:24][CH:25]=[CH:26][CH:27]=3)=[CH:20][CH:21]=2)[C:10]([CH2:30][CH2:31][CH3:32])=[N:9][C:8]=1[CH:7]([F:6])[F:33]. The yield is 0.610. (4) The yield is 0.621. The product is [N:3]1[CH:8]=[CH:7][CH:6]=[C:5]([C@@H:9]2[CH2:11][C@H:10]2[C:12]([OH:14])=[O:13])[CH:4]=1. The catalyst is CO. The reactants are [OH-].[Na+].[N:3]1[CH:8]=[CH:7][CH:6]=[C:5]([C@@H:9]2[CH2:11][C@H:10]2[C:12]([O:14]CC)=[O:13])[CH:4]=1. (5) The reactants are I[C:2]1[CH:3]=[C:4]2[C:9](=[CH:10][CH:11]=1)[N:8]=[C:7]([C:12]([O:14][CH2:15][CH3:16])=[O:13])[NH:6][C:5]2=[O:17].C(OCC)(=O)C.[CH3:24][N:25](C=O)C. The catalyst is [C-]#N.[Zn+2].[C-]#N.C1C=CC([P]([Pd]([P](C2C=CC=CC=2)(C2C=CC=CC=2)C2C=CC=CC=2)([P](C2C=CC=CC=2)(C2C=CC=CC=2)C2C=CC=CC=2)[P](C2C=CC=CC=2)(C2C=CC=CC=2)C2C=CC=CC=2)(C2C=CC=CC=2)C2C=CC=CC=2)=CC=1. The product is [C:24]([C:2]1[CH:3]=[C:4]2[C:9](=[CH:10][CH:11]=1)[N:8]=[C:7]([C:12]([O:14][CH2:15][CH3:16])=[O:13])[NH:6][C:5]2=[O:17])#[N:25]. The yield is 0.680.